Dataset: Forward reaction prediction with 1.9M reactions from USPTO patents (1976-2016). Task: Predict the product of the given reaction. (1) Given the reactants [Cl:1][C:2]1[CH:3]=[C:4]2[C:8](=[C:9]([C:12]([OH:14])=O)[C:10]=1[F:11])[NH:7][CH:6]=[CH:5]2.[CH:15]([Si:18]([CH3:40])([CH3:39])[C:19]1[CH:38]=[CH:37][C:22]([CH2:23][NH:24][CH2:25][CH2:26][C:27]2[CH:32]=[CH:31][CH:30]=[C:29]([C:33]([F:36])([F:35])[F:34])[CH:28]=2)=[CH:21][CH:20]=1)([CH3:17])[CH3:16], predict the reaction product. The product is: [CH:15]([Si:18]([CH3:40])([CH3:39])[C:19]1[CH:38]=[CH:37][C:22]([CH2:23][N:24]([CH2:25][CH2:26][C:27]2[CH:32]=[CH:31][CH:30]=[C:29]([C:33]([F:35])([F:34])[F:36])[CH:28]=2)[C:12]([C:9]2[C:10]([F:11])=[C:2]([Cl:1])[CH:3]=[C:4]3[C:8]=2[NH:7][CH:6]=[CH:5]3)=[O:14])=[CH:21][CH:20]=1)([CH3:16])[CH3:17]. (2) Given the reactants [NH:1]1[CH:5]=[CH:4][N:3]=[CH:2]1.[H-].[Na+].[CH2:8]([O:10][C:11]([N:13]1[CH2:18][CH2:17][N:16]([C:19](=[O:46])[C@@H:20]([NH:30][C:31]([C:33]2[CH:38]=[C:37](Cl)[N:36]=[C:35]([C:40]3[CH:45]=[CH:44][CH:43]=[CH:42][CH:41]=3)[N:34]=2)=[O:32])[CH2:21][CH2:22][C:23]([O:25][C:26]([CH3:29])([CH3:28])[CH3:27])=[O:24])[CH2:15][CH2:14]1)=[O:12])[CH3:9].O, predict the reaction product. The product is: [CH2:8]([O:10][C:11]([N:13]1[CH2:18][CH2:17][N:16]([C:19](=[O:46])[C@@H:20]([NH:30][C:31]([C:33]2[CH:38]=[C:37]([N:1]3[CH:5]=[CH:4][N:3]=[CH:2]3)[N:36]=[C:35]([C:40]3[CH:41]=[CH:42][CH:43]=[CH:44][CH:45]=3)[N:34]=2)=[O:32])[CH2:21][CH2:22][C:23]([O:25][C:26]([CH3:29])([CH3:28])[CH3:27])=[O:24])[CH2:15][CH2:14]1)=[O:12])[CH3:9]. (3) Given the reactants [NH2:1][C:2]1[C:11]2[N:12]=[C:13]([CH2:22][CH3:23])[N:14]([CH2:15][CH:16]3[CH2:21][CH2:20][O:19][CH2:18][CH2:17]3)[C:10]=2[C:9]2[CH:8]=[CH:7][C:6]([CH:24]=[CH:25][C:26]#[N:27])=[CH:5][C:4]=2[N:3]=1.FC(F)(F)C(O)=O, predict the reaction product. The product is: [NH2:27][CH2:26][CH2:25][CH2:24][C:6]1[CH:7]=[CH:8][C:9]2[C:10]3[N:14]([CH2:15][CH:16]4[CH2:17][CH2:18][O:19][CH2:20][CH2:21]4)[C:13]([CH2:22][CH3:23])=[N:12][C:11]=3[C:2]([NH2:1])=[N:3][C:4]=2[CH:5]=1. (4) Given the reactants [NH2:1][C:2]1[N:7]=[C:6]([Cl:8])[C:5]([CH:9]=O)=[C:4]([Cl:11])[N:3]=1.C(O)(=O)C.Cl.[NH2:17][OH:18], predict the reaction product. The product is: [NH2:1][C:2]1[N:7]=[C:6]([Cl:8])[C:5]([CH:9]=[N:17][OH:18])=[C:4]([Cl:11])[N:3]=1. (5) The product is: [OH:8][CH2:7][CH:3]1[CH2:4][CH2:5][CH2:6][N:1]([C:14]([O:13][C:9]([CH3:12])([CH3:11])[CH3:10])=[O:15])[CH2:2]1. Given the reactants [NH:1]1[CH2:6][CH2:5][CH2:4][CH:3]([CH2:7][OH:8])[CH2:2]1.[C:9]([O:13][C:14](O[C:14]([O:13][C:9]([CH3:12])([CH3:11])[CH3:10])=[O:15])=[O:15])([CH3:12])([CH3:11])[CH3:10], predict the reaction product. (6) Given the reactants [CH3:1][O:2][CH2:3][O:4][C:5]1[CH:6]=[CH:7][C:8]([OH:11])=[N:9][CH:10]=1.C([O-])([O-])=O.[K+].[K+].Br[CH2:19][CH2:20][O:21][CH3:22], predict the reaction product. The product is: [CH3:22][O:21][CH2:20][CH2:19][O:11][C:8]1[CH:7]=[CH:6][C:5]([O:4][CH2:3][O:2][CH3:1])=[CH:10][N:9]=1. (7) Given the reactants [CH3:1][N:2]([CH3:17])[C:3]1([C:11]2[CH:16]=[CH:15][CH:14]=[CH:13][CH:12]=2)[CH2:8][CH2:7][C:6](=[N:9]O)[CH2:5][CH2:4]1, predict the reaction product. The product is: [CH3:1][N:2]([CH3:17])[C:3]1([C:11]2[CH:16]=[CH:15][CH:14]=[CH:13][CH:12]=2)[CH2:8][CH2:7][CH:6]([NH2:9])[CH2:5][CH2:4]1.